From a dataset of Catalyst prediction with 721,799 reactions and 888 catalyst types from USPTO. Predict which catalyst facilitates the given reaction. (1) Reactant: C[Si]([C:5]#[CH:6])(C)C.C(N(CC)CC)C.I[C:15]1[C:23]2[C:18](=[N:19][CH:20]=[CH:21][CH:22]=2)[N:17]([C:24]([O:26][C:27]([CH3:30])([CH3:29])[CH3:28])=[O:25])[CH:16]=1.[CH2:31]([N:38]=[N+:39]=[N-:40])[C:32]1[CH:37]=[CH:36][CH:35]=[CH:34][CH:33]=1. Product: [CH2:31]([N:38]1[CH:6]=[C:5]([C:15]2[C:23]3[C:18](=[N:19][CH:20]=[CH:21][CH:22]=3)[N:17]([C:24]([O:26][C:27]([CH3:30])([CH3:29])[CH3:28])=[O:25])[CH:16]=2)[N:40]=[N:39]1)[C:32]1[CH:37]=[CH:36][CH:35]=[CH:34][CH:33]=1. The catalyst class is: 540. (2) Reactant: [Cl:1][C:2]1[C:7]([Cl:8])=[CH:6][CH:5]=[CH:4][C:3]=1[S:9]([N:12](COCC[Si](C)(C)C)[C:13]1[N:14]=[CH:15][C:16]([S:21][CH2:22][C@H:23]([C:25]([O:27][CH3:28])=[O:26])[NH2:24])=[N:17][C:18]=1[O:19][CH3:20])(=[O:11])=[O:10]. Product: [Cl:1][C:2]1[C:7]([Cl:8])=[CH:6][CH:5]=[CH:4][C:3]=1[S:9]([NH:12][C:13]1[N:14]=[CH:15][C:16]([S:21][CH2:22][C@H:23]([C:25]([O:27][CH3:28])=[O:26])[NH2:24])=[N:17][C:18]=1[O:19][CH3:20])(=[O:11])=[O:10]. The catalyst class is: 281.